This data is from Reaction yield outcomes from USPTO patents with 853,638 reactions. The task is: Predict the reaction yield, written as a fraction of the theoretical maximum amount of product (1.0 means a 100% yield; for example, 0.34 means a 34% yield). The reactants are C(Cl)CCl.Cl.[NH2:6][C:7]1[N:12]=[CH:11][C:10](/[CH:13]=[CH:14]/[C:15]([OH:17])=O)=[CH:9][C:8]=1[C:18]([OH:21])([CH3:20])[CH3:19].C1C=CC2N(O)N=NC=2C=1.[CH3:32][NH:33][CH2:34][C:35]1[C:39]2[CH:40]=[CH:41][CH:42]=[CH:43][C:38]=2[O:37][C:36]=1[CH3:44].C(N(C(C)C)C(C)C)C. The catalyst is CN(C=O)C.O. The product is [NH2:6][C:7]1[N:12]=[CH:11][C:10](/[CH:13]=[CH:14]/[C:15]([N:33]([CH3:32])[CH2:34][C:35]2[C:39]3[CH:40]=[CH:41][CH:42]=[CH:43][C:38]=3[O:37][C:36]=2[CH3:44])=[O:17])=[CH:9][C:8]=1[C:18]([OH:21])([CH3:20])[CH3:19]. The yield is 0.730.